This data is from Forward reaction prediction with 1.9M reactions from USPTO patents (1976-2016). The task is: Predict the product of the given reaction. (1) The product is: [Br:10][C:11]1[CH:12]=[N:13][CH:14]=[C:15]([C:1]2[CH:6]=[CH:5][CH:4]=[CH:3][CH:2]=2)[CH:16]=1. Given the reactants [C:1]1(B(O)O)[CH:6]=[CH:5][CH:4]=[CH:3][CH:2]=1.[Br:10][C:11]1[CH:12]=[N:13][CH:14]=[C:15](Br)[CH:16]=1, predict the reaction product. (2) Given the reactants [CH2:1]([N:8]([C:18]1[CH:23]=[CH:22][CH:21]=[C:20](Br)[CH:19]=1)[S:9]([C:12]1[CH:17]=[CH:16][CH:15]=[CH:14][CH:13]=1)(=[O:11])=[O:10])[C:2]1[CH:7]=[CH:6][CH:5]=[CH:4][CH:3]=1.[C:25]1([N:31]2[CH2:36][CH2:35][NH:34][CH2:33][CH2:32]2)[CH:30]=[CH:29][CH:28]=[CH:27][CH:26]=1.CC(C)([O-])C.[Na+], predict the reaction product. The product is: [CH2:1]([N:8]([C:18]1[CH:23]=[CH:22][CH:21]=[C:20]([N:34]2[CH2:35][CH2:36][N:31]([C:25]3[CH:30]=[CH:29][CH:28]=[CH:27][CH:26]=3)[CH2:32][CH2:33]2)[CH:19]=1)[S:9]([C:12]1[CH:17]=[CH:16][CH:15]=[CH:14][CH:13]=1)(=[O:11])=[O:10])[C:2]1[CH:7]=[CH:6][CH:5]=[CH:4][CH:3]=1. (3) Given the reactants Cl[CH:2]([O:4][C:5]([N:7]1[CH2:12][CH2:11][CH:10]([NH:13][C:14]([C:16]2[C:20]([NH:21][C:22](=[O:31])[C:23]3[C:28]([Cl:29])=[CH:27][CH:26]=[CH:25][C:24]=3[Cl:30])=[CH:19][NH:18][N:17]=2)=[O:15])[CH2:9][CH2:8]1)=[O:6])[CH3:3].ClC([O:35][CH:36]=[O:37])C.[CH:38](N(CC)C(C)C)(C)C.ClC(OCCl)=O, predict the reaction product. The product is: [C:36]([O:35][CH:2]([O:4][C:5]([N:7]1[CH2:8][CH2:9][CH:10]([NH:13][C:14]([C:16]2[C:20]([NH:21][C:22](=[O:31])[C:23]3[C:28]([Cl:29])=[CH:27][CH:26]=[CH:25][C:24]=3[Cl:30])=[CH:19][NH:18][N:17]=2)=[O:15])[CH2:11][CH2:12]1)=[O:6])[CH3:3])(=[O:37])[CH3:38]. (4) Given the reactants Br[C:2]1[C:3]([CH2:8][CH2:9][C:10]2[CH:15]=[CH:14][CH:13]=[CH:12][CH:11]=2)=[N:4][CH:5]=[CH:6][CH:7]=1.C([O-])([O-])=O.[K+].[K+].F[B-](F)(F)F.C1([PH+](C2CCCCC2)C2CCCCC2)CCCCC1, predict the reaction product. The product is: [CH:7]1[C:2]2[C:11]3[CH:12]=[CH:13][CH:14]=[CH:15][C:10]=3[CH2:9][CH2:8][C:3]=2[N:4]=[CH:5][CH:6]=1. (5) Given the reactants [N+:1]([O-:4])(O)=[O:2].[OH:5][C:6]1[CH:11]=[C:10]([CH3:12])[NH:9][C:8](=[O:13])[CH:7]=1, predict the reaction product. The product is: [OH:5][C:6]1[CH:11]=[C:10]([CH3:12])[NH:9][C:8](=[O:13])[C:7]=1[N+:1]([O-:4])=[O:2]. (6) Given the reactants [Br:1][C:2]1[C:3]([CH3:11])=[C:4]([CH:8]=[CH:9][CH:10]=1)[C:5](O)=[O:6].C(Cl)CCl.C1C=[N:20]C2N(O)N=NC=2C=1.[Cl-].[NH4+].C(N(C(C)C)CC)(C)C, predict the reaction product. The product is: [Br:1][C:2]1[C:3]([CH3:11])=[C:4]([CH:8]=[CH:9][CH:10]=1)[C:5]([NH2:20])=[O:6]. (7) Given the reactants [F:1][C:2]1[CH:3]=[C:4]([CH:19]=[CH:20][CH:21]=1)[CH2:5][S:6][C:7]1[O:11][C:10]([C:12]2[CH:17]=[CH:16][N:15]=[C:14]([NH2:18])[CH:13]=2)=[N:9][N:8]=1.C(N(CC)CC)C.[C:29]1([CH2:35][CH2:36][C:37](Cl)=[O:38])[CH:34]=[CH:33][CH:32]=[CH:31][CH:30]=1, predict the reaction product. The product is: [F:1][C:2]1[CH:3]=[C:4]([CH:19]=[CH:20][CH:21]=1)[CH2:5][S:6][C:7]1[O:11][C:10]([C:12]2[CH:17]=[CH:16][N:15]=[C:14]([NH:18][C:37](=[O:38])[CH2:36][CH2:35][C:29]3[CH:34]=[CH:33][CH:32]=[CH:31][CH:30]=3)[CH:13]=2)=[N:9][N:8]=1.